This data is from Forward reaction prediction with 1.9M reactions from USPTO patents (1976-2016). The task is: Predict the product of the given reaction. (1) Given the reactants [CH2:1]([O:5][C:6]1[CH:11]=[CH:10][C:9]([S:12]([N:15]2[CH2:20][CH2:19][S:18][C:17]([CH3:22])([CH3:21])[CH:16]2[C:23]([O-:25])=[O:24])(=[O:14])=[O:13])=[CH:8][CH:7]=1)[C:2]#[C:3][CH3:4].FC(F)(F)C(O)=O, predict the reaction product. The product is: [CH2:1]([O:5][C:6]1[CH:11]=[CH:10][C:9]([S:12]([N:15]2[CH2:20][CH2:19][S:18][C:17]([CH3:21])([CH3:22])[CH:16]2[C:23]([OH:25])=[O:24])(=[O:13])=[O:14])=[CH:8][CH:7]=1)[C:2]#[C:3][CH3:4]. (2) Given the reactants [Br:1][C:2]1[CH:14]=[CH:13][C:12]2[C:11]3[C:6](=[CH:7][C:8]([Br:15])=[CH:9][CH:10]=3)[CH2:5][C:4]=2[CH:3]=1.[C:16]1(C)[CH:21]=CC=C[CH:17]=1.[OH-].[Na+].Br[CH2:26][C:27]#[CH:28], predict the reaction product. The product is: [Br:1][C:2]1[CH:14]=[CH:13][C:12]2[C:11]3[C:6](=[CH:7][C:8]([Br:15])=[CH:9][CH:10]=3)[C:5]([CH2:28][C:27]#[CH:26])([CH2:21][C:16]#[CH:17])[C:4]=2[CH:3]=1. (3) Given the reactants [F:1][C:2]1[CH:11]=[C:10]([O:12][CH:13]([CH3:15])[CH3:14])[CH:9]=[CH:8][C:3]=1[C:4]([O:6]C)=[O:5].[OH-].[Li+], predict the reaction product. The product is: [F:1][C:2]1[CH:11]=[C:10]([O:12][CH:13]([CH3:15])[CH3:14])[CH:9]=[CH:8][C:3]=1[C:4]([OH:6])=[O:5]. (4) Given the reactants [CH3:1][C:2]1[CH:11]=[CH:10][C:9]2[C:4](=[CH:5][CH:6]=[CH:7][C:8]=2[N:12]2[CH2:17][CH2:16][N:15]([C:18]([O:20][C:21]([CH3:24])([CH3:23])[CH3:22])=[O:19])[CH2:14][CH2:13]2)[N:3]=1.[Se](=O)=[O:26], predict the reaction product. The product is: [CH:1]([C:2]1[CH:11]=[CH:10][C:9]2[C:4](=[CH:5][CH:6]=[CH:7][C:8]=2[N:12]2[CH2:13][CH2:14][N:15]([C:18]([O:20][C:21]([CH3:24])([CH3:23])[CH3:22])=[O:19])[CH2:16][CH2:17]2)[N:3]=1)=[O:26]. (5) Given the reactants [C:1]([O:9][CH2:10][C@:11]12[CH2:44][CH2:43][C@@H:42]([C:45]([CH3:47])=[CH2:46])[C@@H:12]1[C@@H:13]1[C@@:26]([CH3:29])([CH2:27][CH2:28]2)[C@@:25]2([CH3:30])[C@@H:16]([C@:17]3([CH3:41])[C@@H:22]([CH2:23][CH2:24]2)[C:21]([CH3:32])([CH3:31])[C:20](OS(C(F)(F)F)(=O)=O)=[CH:19][CH2:18]3)[CH2:15][CH2:14]1)(=[O:8])[C:2]1[CH:7]=[CH:6][CH:5]=[CH:4][CH:3]=1.O.C(=O)([O-])[O-].[Na+].[Na+].[C:55]([O:59][C:60]([C:62]1[CH:67]=[CH:66][C:65](B(O)O)=[CH:64][CH:63]=1)=[O:61])([CH3:58])([CH3:57])[CH3:56].C(=O)([O-])[O-].[K+].[K+].P([O-])([O-])([O-])=O.[K+].[K+].[K+], predict the reaction product. The product is: [C:1]([O:9][CH2:10][C@:11]12[CH2:44][CH2:43][C@@H:42]([C:45]([CH3:47])=[CH2:46])[C@@H:12]1[C@@H:13]1[C@@:26]([CH3:29])([CH2:27][CH2:28]2)[C@@:25]2([CH3:30])[C@@H:16]([C@:17]3([CH3:41])[C@@H:22]([CH2:23][CH2:24]2)[C:21]([CH3:31])([CH3:32])[C:20]([C:65]2[CH:66]=[CH:67][C:62]([C:60]([O:59][C:55]([CH3:58])([CH3:57])[CH3:56])=[O:61])=[CH:63][CH:64]=2)=[CH:19][CH2:18]3)[CH2:15][CH2:14]1)(=[O:8])[C:2]1[CH:7]=[CH:6][CH:5]=[CH:4][CH:3]=1. (6) Given the reactants [Br:1][C:2]1[CH:7]=[CH:6][C:5]([CH2:8]Br)=[CH:4][CH:3]=1.[NH:10]1[C:14]2[CH:15]=[CH:16][CH:17]=[CH:18][C:13]=2[N:12]=[CH:11]1.[OH-].[K+].C(=O)([O-])[O-].[K+].[K+], predict the reaction product. The product is: [Br:1][C:2]1[CH:7]=[CH:6][C:5]([CH2:8][N:10]2[C:14]3[CH:15]=[CH:16][CH:17]=[CH:18][C:13]=3[N:12]=[CH:11]2)=[CH:4][CH:3]=1. (7) Given the reactants C([O:3][C:4](=[O:20])[CH:5]([C:7]1[CH:8]=[N:9][C:10]([NH:15][S:16]([CH3:19])(=[O:18])=[O:17])=[C:11]([O:13][CH3:14])[CH:12]=1)[CH3:6])C.O1CCCC1.O.[OH-].[Li+], predict the reaction product. The product is: [CH3:14][O:13][C:11]1[CH:12]=[C:7]([CH:5]([CH3:6])[C:4]([OH:20])=[O:3])[CH:8]=[N:9][C:10]=1[NH:15][S:16]([CH3:19])(=[O:18])=[O:17].